Dataset: Forward reaction prediction with 1.9M reactions from USPTO patents (1976-2016). Task: Predict the product of the given reaction. (1) Given the reactants [CH:1]1([NH:5][C:6]([C@@H:8]2[CH2:12][CH2:11][CH2:10][N:9]2[C:13](=[O:30])[CH2:14][O:15][C:16]2[N:20]([C:21]3[CH:26]=[CH:25][CH:24]=[CH:23][CH:22]=3)[N:19]=[C:18]([C:27](O)=[O:28])[CH:17]=2)=[O:7])[CH2:4][CH2:3][CH2:2]1.CCN(C(C)C)C(C)C.C1C=CC2N(O)N=NC=2C=1.[NH2:50][C@H:51]([C:61]([O:63][CH3:64])=[O:62])[CH2:52][CH2:53][C:54](=[O:60])[O:55][C:56]([CH3:59])([CH3:58])[CH3:57].Cl, predict the reaction product. The product is: [CH3:64][O:63][C:61](=[O:62])[C@@H:51]([NH:50][C:27]([C:18]1[CH:17]=[C:16]([O:15][CH2:14][C:13]([N:9]2[CH2:10][CH2:11][CH2:12][C@H:8]2[C:6](=[O:7])[NH:5][CH:1]2[CH2:2][CH2:3][CH2:4]2)=[O:30])[N:20]([C:21]2[CH:26]=[CH:25][CH:24]=[CH:23][CH:22]=2)[N:19]=1)=[O:28])[CH2:52][CH2:53][C:54]([O:55][C:56]([CH3:57])([CH3:58])[CH3:59])=[O:60]. (2) Given the reactants [I-].[K+].C(=O)([O-])[O-].[K+].[K+].[CH2:9](Cl)[C:10]1[CH:15]=[CH:14][CH:13]=[CH:12][CH:11]=1.[Cl:17][C:18]1[CH:19]=[C:20]([OH:39])[CH:21]=[CH:22][C:23]=1[CH:24]([CH3:38])[C:25]([OH:37])([C:30]1[CH:35]=[CH:34][N:33]=[C:32]([CH3:36])[CH:31]=1)[C:26]([F:29])([F:28])[F:27], predict the reaction product. The product is: [CH2:9]([O:39][C:20]1[CH:21]=[CH:22][C:23]([CH:24]([CH3:38])[C:25]([C:30]2[CH:35]=[CH:34][N:33]=[C:32]([CH3:36])[CH:31]=2)([OH:37])[C:26]([F:27])([F:28])[F:29])=[C:18]([Cl:17])[CH:19]=1)[C:10]1[CH:15]=[CH:14][CH:13]=[CH:12][CH:11]=1. (3) Given the reactants [Br:1][C:2]1[C:10]2[C:5](=[C:6]([O:17][C:18]3[CH:23]=[CH:22][C:21]([S:24]([CH3:27])(=[O:26])=[O:25])=[CH:20][CH:19]=3)[CH:7]=[C:8]([S:11]([CH:14]([CH3:16])[CH3:15])(=[O:13])=[O:12])[CH:9]=2)[NH:4][N:3]=1.C(N(CC)CC)C.[C:35](O[C:35]([O:37][C:38]([CH3:41])([CH3:40])[CH3:39])=[O:36])([O:37][C:38]([CH3:41])([CH3:40])[CH3:39])=[O:36], predict the reaction product. The product is: [Br:1][C:2]1[C:10]2[C:5](=[C:6]([O:17][C:18]3[CH:23]=[CH:22][C:21]([S:24]([CH3:27])(=[O:26])=[O:25])=[CH:20][CH:19]=3)[CH:7]=[C:8]([S:11]([CH:14]([CH3:16])[CH3:15])(=[O:13])=[O:12])[CH:9]=2)[N:4]([C:35]([O:37][C:38]([CH3:41])([CH3:40])[CH3:39])=[O:36])[N:3]=1.